Dataset: Reaction yield outcomes from USPTO patents with 853,638 reactions. Task: Predict the reaction yield, written as a fraction of the theoretical maximum amount of product (1.0 means a 100% yield; for example, 0.34 means a 34% yield). (1) The reactants are F[C:2]1[CH:9]=[CH:8][C:7]([CH:10]=[O:11])=[CH:6][C:3]=1[C:4]#[N:5].C([O-])([O-])=O.[K+].[K+].[N+:18]([C:21]1[N:25]=[CH:24][NH:23][N:22]=1)([O-:20])=[O:19]. The catalyst is CN(C=O)C.O. The product is [CH:10]([C:7]1[CH:8]=[CH:9][C:2]([N:23]2[CH:24]=[N:25][C:21]([N+:18]([O-:20])=[O:19])=[N:22]2)=[C:3]([CH:6]=1)[C:4]#[N:5])=[O:11]. The yield is 0.450. (2) The reactants are Br[C:2]1[CH:3]=[N:4][N:5]2[CH:10]=[CH:9][C:8]([C:11]3[CH:21]=[CH:20][C:14]([C:15]([O:17][CH2:18][CH3:19])=[O:16])=[CH:13][CH:12]=3)=[N:7][C:6]=12.[C:22]([C:24]1[CH:29]=[CH:28][C:27](B(O)O)=[CH:26][CH:25]=1)#[N:23].[O-]P([O-])([O-])=O.[K+].[K+].[K+]. The catalyst is O1CCOCC1.O.CCOC(C)=O.C1C=CC([P]([Pd]([P](C2C=CC=CC=2)(C2C=CC=CC=2)C2C=CC=CC=2)([P](C2C=CC=CC=2)(C2C=CC=CC=2)C2C=CC=CC=2)[P](C2C=CC=CC=2)(C2C=CC=CC=2)C2C=CC=CC=2)(C2C=CC=CC=2)C2C=CC=CC=2)=CC=1. The product is [C:22]([C:24]1[CH:29]=[CH:28][C:27]([C:2]2[CH:3]=[N:4][N:5]3[CH:10]=[CH:9][C:8]([C:11]4[CH:21]=[CH:20][C:14]([C:15]([O:17][CH2:18][CH3:19])=[O:16])=[CH:13][CH:12]=4)=[N:7][C:6]=23)=[CH:26][CH:25]=1)#[N:23]. The yield is 0.610. (3) The reactants are [CH2:1]1[C:3]2([CH2:8][CH2:7][CH2:6][CH2:5][N:4]2[C:9]2[N:13]3[CH:14]=[C:15]([O:18][C@H:19]4[C:28]5[C:23](=[CH:24][CH:25]=[CH:26][CH:27]=5)[C@@H:22]([NH:29][C:30](=[O:55])[NH:31][C:32]5[N:36]([C:37]6[CH:38]=[C:39]([CH:48]=[CH:49][CH:50]=6)[O:40][CH2:41][CH2:42]OS(C)(=O)=O)[N:35]=[C:34]([C:51]([CH3:54])([CH3:53])[CH3:52])[CH:33]=5)[CH2:21][CH2:20]4)[CH:16]=[CH:17][C:12]3=[N:11][N:10]=2)[CH2:2]1.[CH3:56][NH:57][CH3:58].C1C[O:62]CC1. No catalyst specified. The product is [CH:30]([OH:55])=[O:62].[CH2:2]1[C:3]2([CH2:8][CH2:7][CH2:6][CH2:5][N:4]2[C:9]2[N:13]3[CH:14]=[C:15]([O:18][C@H:19]4[C:28]5[C:23](=[CH:24][CH:25]=[CH:26][CH:27]=5)[C@@H:22]([NH:29][C:30]([NH:31][C:32]5[N:36]([C:37]6[CH:50]=[CH:49][CH:48]=[C:39]([O:40][CH2:41][CH2:42][N:57]([CH3:58])[CH3:56])[CH:38]=6)[N:35]=[C:34]([C:51]([CH3:53])([CH3:54])[CH3:52])[CH:33]=5)=[O:55])[CH2:21][CH2:20]4)[CH:16]=[CH:17][C:12]3=[N:11][N:10]=2)[CH2:1]1. The yield is 0.650. (4) The reactants are [F:1][C:2]([F:14])([F:13])[C:3]1[CH:4]=[C:5]([OH:12])[C:6](=[CH:10][CH:11]=1)[C:7]([OH:9])=O.Cl.[CH3:16][NH:17][O:18][CH3:19].C1C=CC2N(O)N=NC=2C=1.C(N(C(C)C)CC)(C)C. The catalyst is CN(C=O)C.C(=O)([O-])O.[Na+]. The product is [OH:12][C:5]1[CH:4]=[C:3]([C:2]([F:1])([F:14])[F:13])[CH:11]=[CH:10][C:6]=1[C:7]([N:17]([O:18][CH3:19])[CH3:16])=[O:9]. The yield is 0.780. (5) The reactants are [CH2:1]([O:5][C:6]1[CH:10]=[C:9]([CH2:11][CH2:12][C:13]([O:15]CC)=[O:14])[N:8]([CH2:18][C:19]2[CH:24]=[CH:23][C:22]([C:25]([F:28])([F:27])[F:26])=[CH:21][C:20]=2[Cl:29])[N:7]=1)[CH2:2][CH2:3][CH3:4].[OH-].[Na+].O1CCCC1. The catalyst is C(O)C. The product is [CH2:1]([O:5][C:6]1[CH:10]=[C:9]([CH2:11][CH2:12][C:13]([OH:15])=[O:14])[N:8]([CH2:18][C:19]2[CH:24]=[CH:23][C:22]([C:25]([F:28])([F:27])[F:26])=[CH:21][C:20]=2[Cl:29])[N:7]=1)[CH2:2][CH2:3][CH3:4]. The yield is 0.800. (6) The reactants are [N:1]1[CH:6]=[CH:5][C:4]([C:7]2[C:15]3[C:14](=[O:16])[NH:13][N:12]=[C:11]([C:17]4[CH:22]=[CH:21][N:20]=[CH:19][CH:18]=4)[C:10]=3[S:9][CH:8]=2)=[CH:3][CH:2]=1.[N:23]1[C:32]2[C:27](=[CH:28][CH:29]=[CH:30][CH:31]=2)[CH:26]=[CH:25][C:24]=1[CH2:33][CH2:34]O.C1C=CC(P(C2C=CC=CC=2)C2C=CC=CC=2)=CC=1.CC(OC(/N=N/C(OC(C)C)=O)=O)C. The catalyst is C(Cl)Cl. The product is [N:1]1[CH:6]=[CH:5][C:4]([C:7]2[C:15]3[C:14](=[O:16])[N:13]([CH2:34][CH2:33][C:24]4[CH:25]=[CH:26][C:27]5[C:32](=[CH:31][CH:30]=[CH:29][CH:28]=5)[N:23]=4)[N:12]=[C:11]([C:17]4[CH:22]=[CH:21][N:20]=[CH:19][CH:18]=4)[C:10]=3[S:9][CH:8]=2)=[CH:3][CH:2]=1. The yield is 0.176. (7) The reactants are [Br:1][C:2]1[CH:3]=[C:4]2[C:10]([C:11](N(OC)C)=[O:12])=[N:9][N:8]([CH:17]3[CH2:22][CH2:21][CH2:20][CH2:19][O:18]3)[C:5]2=[N:6][CH:7]=1.[H-].[Al+3].[Li+].[H-].[H-].[H-]. The catalyst is C1COCC1. The product is [Br:1][C:2]1[CH:3]=[C:4]2[C:10]([CH:11]=[O:12])=[N:9][N:8]([CH:17]3[CH2:22][CH2:21][CH2:20][CH2:19][O:18]3)[C:5]2=[N:6][CH:7]=1. The yield is 0.910. (8) The reactants are CO[C:3]1[CH:4]=[CH:5][CH:6]=[C:7]2[C:11]=1[NH:10][C:9]([C:12](O)=O)=[CH:8]2.[H-].[Al+3].[Li+].[H-].[H-].[H-].[O:21]1CCC[CH2:22]1. No catalyst specified. The product is [CH3:22][O:21][C:6]1[CH:5]=[CH:4][CH:3]=[C:11]2[C:7]=1[CH:8]=[C:9]([CH3:12])[NH:10]2. The yield is 0.560. (9) The reactants are C(OC([N:8]1[CH2:13][CH2:12][N:11]([C:14](=[O:39])[C:15]2[CH:20]=[CH:19][C:18]([C:21]3[CH:22]=[C:23]4[C:29]([C:30]5[CH:35]=[CH:34][C:33]([C:36](=[O:38])[NH2:37])=[CH:32][CH:31]=5)=[CH:28][NH:27][C:24]4=[N:25][CH:26]=3)=[CH:17][CH:16]=2)[CH2:10][CH2:9]1)=O)(C)(C)C.[ClH:40]. The catalyst is CO.O1CCOCC1. The product is [ClH:40].[N:11]1([C:14]([C:15]2[CH:20]=[CH:19][C:18]([C:21]3[CH:22]=[C:23]4[C:29]([C:30]5[CH:31]=[CH:32][C:33]([C:36]([NH2:37])=[O:38])=[CH:34][CH:35]=5)=[CH:28][NH:27][C:24]4=[N:25][CH:26]=3)=[CH:17][CH:16]=2)=[O:39])[CH2:10][CH2:9][NH:8][CH2:13][CH2:12]1. The yield is 1.16.